This data is from Experimentally validated miRNA-target interactions with 360,000+ pairs, plus equal number of negative samples. The task is: Binary Classification. Given a miRNA mature sequence and a target amino acid sequence, predict their likelihood of interaction. (1) The miRNA is hsa-miR-6084 with sequence UUCCGCCAGUCGGUGGCCGG. The protein sequence of the target gene is MEDSQSDMSIELPLSQETFSCLWKLLPPDDILPTTATGSPNSMEDLFLPQDVAELLEGPEEALQVSAPAAQEPGTEAPAPVAPASATPWPLSSSVPSQKTYQGNYGFHLGFLQSGTAKSVMCTYSISLNKLFCQLAKTCPVQLWVTSTPPPGTRVRAMAIYKKSQHMTEVVRRCPHHERCSDGDGLAPPQHLIRVEGNPYAEYLDDRQTFRHSVVVPYEPPEVGSDYTTIHYKYMCNSSCMGGMNRRPILTIITLEDSSGNLLGRDSFEVRVCACPGRDRRTEEENFRKKEEHCPELPPG.... Result: 0 (no interaction). (2) The miRNA is hsa-miR-20a-5p with sequence UAAAGUGCUUAUAGUGCAGGUAG. The protein sequence of the target gene is MEAKAAPKPAASGACSVSAEETEKWMEEAMHMAKEALENTEVPVGCLMVYNNEVVGKGRNEVNQTKNATRHAEMVAIDQVLDWCRQSGKSPSEVFEHTVLYVTVEPCIMCAAALRLMKIPLVVYGCQNERFGGCGSVLNIASADLPNTGRPFQCIPGYRAEEAVEMLKTFYKQENPNAPKSKVRKKECQKS. Result: 1 (interaction). (3) The protein sequence of the target gene is MWKWILTHCASAFPHLPGCCCCFLLLFLVSSFPVTCQALGQDMVSQEATNCSSSSSSFSSPSSAGRHVRSYNHLQGDVRWRRLFSFTKYFLTIEKNGKVSGTKNEDCPYSVLEITSVEIGVVAVKAINSNYYLAMNKKGKLYGSKEFNNDCKLKERIEENGYNTYASFNWQHNGRQMYVALNGKGAPRRGQKTRRKNTSAHFLPMTIQT. Result: 0 (no interaction). The miRNA is rno-miR-101b-3p with sequence UACAGUACUGUGAUAGCUGAA. (4) The miRNA is hsa-miR-7706 with sequence UGAAGCGCCUGUGCUCUGCCGAGA. The protein sequence of the target gene is MARCRHHSGYLADDEAAHSTYVAPLPKKHLLPEMRPTCKLGRVPHLPSMNQYSEHQSHQQNFRHPLAFGGFLDFLTEGQVLDSLQTVVEQATERLAAMKTEAGVPLVDIQDPVEVPSSRHRSRARPSIDTVHRHRARPTLCAGRPNNYPSCSSSMSDSHSSITAGWLGSHSQDSDLGARGIGSLPPMRDKLLLEKNLKRLLRLENKGKILNQSCSQRDSLLWDSLGSQTSSQWTREQPLSWFSGLLGSSPATPETSELGLGEQEMIFLKQKLNKEMKSLLNQPRPFNLPTYCPLREPHHT.... Result: 0 (no interaction). (5) The miRNA is hsa-miR-4676-5p with sequence GAGCCAGUGGUGAGACAGUGA. The protein sequence of the target gene is MGLRIHFVVDPHGWCCMGLIVFVWLYNIVLIPKIVLFPHYEEGHIPGILIIIFYGISIFCLVALVRASITDPGRLPENPKIPHGEREFWELCNKCNLMRPKRSHHCSRCGHCVRRMDHHCPWINNCVGEDNHWLFLQLCFYTELLTCYALMFSFCHYYYFLPLKKRNLDLFVFRHELAIMRLAAFMGITMLVGITGLFYTQLIGIITDTTSIEKMSNCCEDISRPRKPWQQTFSEVFGTRWKILWFIPFRQRQPLRVPYHFANHV. Result: 0 (no interaction). (6) The miRNA is hsa-miR-4756-3p with sequence CCAGAGAUGGUUGCCUUCCUAU. The protein sequence of the target gene is MFQASKTHLDELQLKRLEEMCIVIDKQDQIIGADTKKNCHLMENINKGLLHRAFSVVLFNMKNELLVQQRADAKYTFPGHFTDSCSSHPLYVPEELEEKDALGVRRAALRRLQAELGISQDQISIKDIIFMTRKYHKCQSDAIWGEHEIGYLLLVRKDLMLNPDTREVRRCCYMSQKDVQELLDREARGEEKITPWFRSMVEDFLFSWWPHLEDVSSFVEPDKIYGL. Result: 0 (no interaction).